From a dataset of Catalyst prediction with 721,799 reactions and 888 catalyst types from USPTO. Predict which catalyst facilitates the given reaction. Reactant: [Cl:1][C:2]1[CH:3]=[C:4]([CH2:14][N:15]2[C:19]([CH3:20])=[CH:18][C:17]([NH:21][C:22](=[O:31])[C:23]3[CH:28]=[CH:27][C:26]([CH2:29][OH:30])=[CH:25][CH:24]=3)=[N:16]2)[C:5]2[O:9][C:8]([CH:10]([CH3:12])[CH3:11])=[CH:7][C:6]=2[CH:13]=1.CC(OI1(OC(C)=O)(OC(C)=O)OC(=O)C2C=CC=CC1=2)=O. Product: [Cl:1][C:2]1[CH:3]=[C:4]([CH2:14][N:15]2[C:19]([CH3:20])=[CH:18][C:17]([NH:21][C:22](=[O:31])[C:23]3[CH:24]=[CH:25][C:26]([CH:29]=[O:30])=[CH:27][CH:28]=3)=[N:16]2)[C:5]2[O:9][C:8]([CH:10]([CH3:11])[CH3:12])=[CH:7][C:6]=2[CH:13]=1. The catalyst class is: 2.